From a dataset of Full USPTO retrosynthesis dataset with 1.9M reactions from patents (1976-2016). Predict the reactants needed to synthesize the given product. (1) Given the product [CH3:48][N:47]([CH3:49])[C:46]([NH:45][C:42]1[CH:43]=[CH:44][C:39]([C:33]2[C:32]([C:2]3[CH:7]=[CH:6][N:5]=[C:4]4[N:8]([S:22]([C:25]5[CH:26]=[CH:27][CH:28]=[CH:29][CH:30]=5)(=[O:23])=[O:24])[C:9]([C:11]5[CH:16]=[CH:15][C:14]([NH:17][S:18]([CH3:21])(=[O:19])=[O:20])=[CH:13][CH:12]=5)=[CH:10][C:3]=34)=[CH:36][N:35]([CH2:37][CH3:38])[N:34]=2)=[CH:40][CH:41]=1)=[O:50], predict the reactants needed to synthesize it. The reactants are: Br[C:2]1[CH:7]=[CH:6][N:5]=[C:4]2[N:8]([S:22]([C:25]3[CH:30]=[CH:29][CH:28]=[CH:27][CH:26]=3)(=[O:24])=[O:23])[C:9]([C:11]3[CH:16]=[CH:15][C:14]([NH:17][S:18]([CH3:21])(=[O:20])=[O:19])=[CH:13][CH:12]=3)=[CH:10][C:3]=12.Br[C:32]1[C:33]([C:39]2[CH:44]=[CH:43][C:42]([NH:45][C:46](=[O:50])[N:47]([CH3:49])[CH3:48])=[CH:41][CH:40]=2)=[N:34][N:35]([CH2:37][CH3:38])[CH:36]=1. (2) The reactants are: CN([C:4]([O:8]N1N=NC2C=CC=NC1=2)=[N+:5](C)C)C.F[P-](F)(F)(F)(F)F.[C:25]([OH:31])([C:27]([F:30])([F:29])[F:28])=[O:26].[NH:32]1[CH2:36][CH2:35][CH2:34][C@H:33]1[C:37]1[NH:38][C:39]([C:42]2[S:43][C:44]([C:47]3[S:51][C:50]([C:52]4[NH:56][C:55]([C@@H:57]5[CH2:61][CH2:60][CH2:59][NH:58]5)=[N:54][CH:53]=4)=[N:49][CH:48]=3)=[CH:45][N:46]=2)=[CH:40][N:41]=1.[CH3:62][O:63][C:64]([NH:66][C@H:67]([CH:71]([CH3:73])[CH3:72])[C:68]([OH:70])=O)=[O:65].CCN([CH:80]([CH3:82])[CH3:81])C(C)C.[CH3:83][OH:84]. Given the product [F:28][C:27]([F:30])([F:29])[C:25]([O-:31])=[O:26].[CH3:62][O:63][C:64]([NH:66][C@H:67]([CH:71]([CH3:73])[CH3:72])[C:68]([N:32]1[CH2:36][CH2:35][CH2:34][C@H:33]1[C:37]1[NH:41][CH:40]=[C:39]([C:42]2[S:43][C:44]([C:47]3[S:51][C:50]([C:52]4[N:56]=[C:55]([C@@H:57]5[CH2:61][CH2:60][CH2:59][N:58]5[C:25]([C@H:27]([NH:5][C:4](=[O:8])[O:84][CH3:83])[CH:80]([CH3:81])[CH3:82])=[O:31])[NH:54][CH:53]=4)=[N:49][CH:48]=3)=[CH:45][N:46]=2)[N:38]=1)=[O:70])=[O:65], predict the reactants needed to synthesize it. (3) Given the product [CH3:41][C:34]1([CH3:42])[CH2:33][C@H:32]([NH:31][C:29]2[C:28]([F:43])=[CH:27][N:26]=[C:25]([NH:16][C:15]3[CH:17]=[CH:18][C:12]([O:11][CH2:10][CH2:9][OH:8])=[C:13]([C:19]([F:20])([F:21])[F:22])[CH:14]=3)[N:30]=2)[CH2:40][C@H:39]2[N:35]1[CH2:36][CH2:37][CH2:38]2, predict the reactants needed to synthesize it. The reactants are: [Si]([O:8][CH2:9][CH2:10][O:11][C:12]1[CH:18]=[CH:17][C:15]([NH2:16])=[CH:14][C:13]=1[C:19]([F:22])([F:21])[F:20])(C(C)(C)C)(C)C.Cl.Cl[C:25]1[N:30]=[C:29]([NH:31][C@@H:32]2[CH2:40][C@H:39]3[N:35]([CH2:36][CH2:37][CH2:38]3)[C:34]([CH3:42])([CH3:41])[CH2:33]2)[C:28]([F:43])=[CH:27][N:26]=1.CC1C=CC(S(O)(=O)=O)=CC=1.O. (4) Given the product [O:1]1[CH2:2][CH:3]([CH:5]([CH3:11])[C:6]([O:8][CH2:9][CH3:10])=[O:7])[CH2:4]1, predict the reactants needed to synthesize it. The reactants are: [O:1]1[CH2:4][C:3](=[C:5]([CH3:11])[C:6]([O:8][CH2:9][CH3:10])=[O:7])[CH2:2]1.